Dataset: Reaction yield outcomes from USPTO patents with 853,638 reactions. Task: Predict the reaction yield, written as a fraction of the theoretical maximum amount of product (1.0 means a 100% yield; for example, 0.34 means a 34% yield). The reactants are [Cl:1]N1C(=O)CCC1=O.[CH3:9][C:10]1[NH:14][C:13]([C:15]([O:17][CH2:18][CH3:19])=[O:16])=[CH:12][CH:11]=1.[OH-].[Na+]. The catalyst is C(Cl)(Cl)Cl. The product is [Cl:1][C:11]1[CH:12]=[C:13]([C:15]([O:17][CH2:18][CH3:19])=[O:16])[NH:14][C:10]=1[CH3:9]. The yield is 0.380.